From a dataset of Reaction yield outcomes from USPTO patents with 853,638 reactions. Predict the reaction yield, written as a fraction of the theoretical maximum amount of product (1.0 means a 100% yield; for example, 0.34 means a 34% yield). The reactants are O=[C:2]1[CH2:10][C:9]2[C:4](=[CH:5]C=CC=2)[N:3]1C1CCN(C(OC(C)(C)C)=O)CC1.BrN1[C:29](=O)[CH2:28][CH2:27][C:26]1=[O:31].[C:32](#[N:34])C. The catalyst is ClCCl.O. The product is [O:31]1[CH2:26][CH2:27][CH:28]([N:34]2[CH2:5][CH:4]3[NH:3][CH:2]([CH2:10][CH2:9]3)[CH2:32]2)[CH2:29]1. The yield is 0.990.